From a dataset of Full USPTO retrosynthesis dataset with 1.9M reactions from patents (1976-2016). Predict the reactants needed to synthesize the given product. (1) Given the product [CH2:33]([C:29]1[CH:28]=[C:27]([CH:32]=[CH:31][CH:30]=1)[CH2:26][CH:15]([NH:16][S:17]([C:20]1[CH:25]=[CH:24][CH:23]=[CH:22][N:21]=1)(=[O:18])=[O:19])[C:11]1[N:10]=[C:9]([NH:8][CH2:37][C:38]([OH:40])=[O:39])[CH:14]=[CH:13][CH:12]=1)[CH2:34][CH2:35][CH3:36], predict the reactants needed to synthesize it. The reactants are: C(OC([N:8]([CH2:37][C:38]([O:40]C(C)(C)C)=[O:39])[C:9]1[CH:14]=[CH:13][CH:12]=[C:11]([CH:15]([CH2:26][C:27]2[CH:32]=[CH:31][CH:30]=[C:29]([CH2:33][CH2:34][CH2:35][CH3:36])[CH:28]=2)[NH:16][S:17]([C:20]2[CH:25]=[CH:24][CH:23]=[CH:22][N:21]=2)(=[O:19])=[O:18])[N:10]=1)=O)(C)(C)C.Cl.O1CCOCC1. (2) Given the product [F:33][CH:31]([F:32])[CH2:30][O:29][C:8]1[C:9]2[C:10](=[O:28])[N:11]([C:15]3[CH:20]=[CH:19][C:18]([CH2:21][C:22]([OH:24])=[O:23])=[CH:17][C:16]=3[Cl:27])[C:12](=[O:14])[C:13]=2[C:5]([O:4][CH2:3][CH:2]([F:1])[F:38])=[C:6]2[CH:37]=[CH:36][CH:35]=[CH:34][C:7]=12, predict the reactants needed to synthesize it. The reactants are: [F:1][CH:2]([F:38])[CH2:3][O:4][C:5]1[C:13]2[C:12](=[O:14])[N:11]([C:15]3[CH:20]=[CH:19][C:18]([CH2:21][C:22]([O:24]CC)=[O:23])=[CH:17][C:16]=3[Cl:27])[C:10](=[O:28])[C:9]=2[C:8]([O:29][CH2:30][CH:31]([F:33])[F:32])=[C:7]2[CH:34]=[CH:35][CH:36]=[CH:37][C:6]=12.Cl.O. (3) Given the product [Br:1][C:2]1[CH:3]=[C:4]([C:20]2[CH:21]=[CH:22][CH:23]=[CH:24][N:19]=2)[C:5]2[S:9][C:8]([NH:10][C:11]([NH:13][CH2:14][CH3:15])=[O:12])=[N:7][C:6]=2[CH:16]=1, predict the reactants needed to synthesize it. The reactants are: [Br:1][C:2]1[CH:3]=[C:4](Br)[C:5]2[S:9][C:8]([NH:10][C:11]([NH:13][CH2:14][CH3:15])=[O:12])=[N:7][C:6]=2[CH:16]=1.[Br-].[N:19]1[CH:24]=[CH:23][CH:22]=[CH:21][C:20]=1[Zn+].Cl. (4) Given the product [C:1]1(=[O:3])[CH2:13][CH2:14][CH2:10][CH2:8][CH2:2]1.[CH3:6][O:7][C:8]([CH:10]1[C:14]2([CH2:15][CH2:16][CH2:17][CH2:18][CH2:19]2)[CH2:13][N:12]([CH2:20][C:21]2[CH:22]=[CH:23][CH:24]=[CH:25][CH:26]=2)[CH2:11]1)=[O:9], predict the reactants needed to synthesize it. The reactants are: [C:1](Cl)(=[O:3])[CH3:2].Cl.[CH3:6][O:7][C:8]([C:10]1(C(OC)=O)[C:14]2([CH2:19][CH2:18][CH2:17][CH2:16][CH2:15]2)[CH2:13][N:12]([CH2:20][C:21]2[CH:26]=[CH:25][CH:24]=[CH:23][CH:22]=2)[CH2:11]1)=[O:9]. (5) Given the product [F:40][C:39]([F:42])([F:41])[C:36]1[CH:35]=[CH:34][C:33]([C:30]2[CH:31]=[CH:32][C:27]3[NH:26][C:24](=[O:25])[CH2:23][N:20]=[CH:43][C:28]=3[CH:29]=2)=[CH:38][CH:37]=1, predict the reactants needed to synthesize it. The reactants are: C1(P(C2C=CC=CC=2)C2C=CC=CC=2)C=CC=CC=1.[N:20]([CH2:23][C:24]([NH:26][C:27]1[CH:32]=[CH:31][C:30]([C:33]2[CH:38]=[CH:37][C:36]([C:39]([F:42])([F:41])[F:40])=[CH:35][CH:34]=2)=[CH:29][C:28]=1[CH:43]=O)=[O:25])=[N+]=[N-]. (6) Given the product [N:17]1([CH2:22][C:23]([NH:25][C@@H:26]([CH2:44][CH2:45][CH2:46][NH:47][C:10](=[O:12])[CH3:11])[C:27]([NH:29][C:30]2[CH:31]=[CH:32][C:33]([O:36][C:37]3[CH:42]=[CH:41][C:40]([F:43])=[CH:39][CH:38]=3)=[CH:34][CH:35]=2)=[O:28])=[O:24])[CH:21]=[N:20][CH:19]=[N:18]1, predict the reactants needed to synthesize it. The reactants are: CCN(C(C)C)C(C)C.[C:10](OC(=O)C)(=[O:12])[CH3:11].[N:17]1([CH2:22][C:23]([NH:25][C@@H:26]([CH2:44][CH2:45][CH2:46][NH2:47])[C:27]([NH:29][C:30]2[CH:35]=[CH:34][C:33]([O:36][C:37]3[CH:42]=[CH:41][C:40]([F:43])=[CH:39][CH:38]=3)=[CH:32][CH:31]=2)=[O:28])=[O:24])[CH:21]=[N:20][CH:19]=[N:18]1. (7) Given the product [C:16]([C:5]1[CH:4]=[C:3]([NH2:2])[N:7]([C:8]2[CH:9]=[CH:10][C:11]([CH3:15])=[C:12]([O:14][Si:20]([C:23]([CH3:26])([CH3:25])[CH3:24])([CH3:22])[CH3:21])[CH:13]=2)[N:6]=1)([CH3:19])([CH3:18])[CH3:17], predict the reactants needed to synthesize it. The reactants are: Cl.[NH2:2][C:3]1[N:7]([C:8]2[CH:9]=[CH:10][C:11]([CH3:15])=[C:12]([OH:14])[CH:13]=2)[N:6]=[C:5]([C:16]([CH3:19])([CH3:18])[CH3:17])[CH:4]=1.[Si:20](Cl)([C:23]([CH3:26])([CH3:25])[CH3:24])([CH3:22])[CH3:21]. (8) Given the product [Si:1]([O:18][CH:19]1[CH2:22][N:21]([C:23]2[O:24][CH:25]=[C:26]([C:28]([N:32]3[CH2:37][CH2:36][O:35][CH2:34][CH2:33]3)=[O:29])[N:27]=2)[CH2:20]1)([C:14]([CH3:17])([CH3:16])[CH3:15])([C:2]1[CH:3]=[CH:4][CH:5]=[CH:6][CH:7]=1)[C:8]1[CH:9]=[CH:10][CH:11]=[CH:12][CH:13]=1, predict the reactants needed to synthesize it. The reactants are: [Si:1]([O:18][CH:19]1[CH2:22][N:21]([C:23]2[O:24][CH:25]=[C:26]([C:28](OC)=[O:29])[N:27]=2)[CH2:20]1)([C:14]([CH3:17])([CH3:16])[CH3:15])([C:8]1[CH:13]=[CH:12][CH:11]=[CH:10][CH:9]=1)[C:2]1[CH:7]=[CH:6][CH:5]=[CH:4][CH:3]=1.[NH:32]1[CH2:37][CH2:36][O:35][CH2:34][CH2:33]1.C[Al](C)C.C(O)(=O)C.C(OCC)(=O)C. (9) Given the product [CH3:1][C:2]1[CH:3]=[C:4]([CH2:9][CH2:10][CH2:11][OH:12])[CH:5]=[CH:6][C:7]=1[CH3:8], predict the reactants needed to synthesize it. The reactants are: [CH3:1][C:2]1[CH:3]=[C:4]([C:9]#[C:10][CH2:11][OH:12])[CH:5]=[CH:6][C:7]=1[CH3:8]. (10) Given the product [F:17][C:10]1[C:11]([OH:16])=[CH:12][CH:13]=[C:14]([F:15])[C:9]=1[NH:8][CH2:6][C:5]1[CH:4]=[C:3]([CH:20]=[C:19]([C:21]2[CH:26]=[CH:25][CH:24]=[C:23]([F:27])[CH:22]=2)[CH:18]=1)[C:1]#[N:2], predict the reactants needed to synthesize it. The reactants are: [C:1]([C:3]1[CH:4]=[C:5]([CH:18]=[C:19]([C:21]2[CH:26]=[CH:25][CH:24]=[C:23]([F:27])[CH:22]=2)[CH:20]=1)[C:6]([NH:8][C:9]1[C:14]([F:15])=[CH:13][CH:12]=[C:11]([OH:16])[C:10]=1[F:17])=O)#[N:2].